Dataset: Full USPTO retrosynthesis dataset with 1.9M reactions from patents (1976-2016). Task: Predict the reactants needed to synthesize the given product. (1) Given the product [O:31]1[CH2:32][CH2:33][CH2:12][CH:11]1[CH2:10][NH:13][C:14]([C:16]1[S:17][CH:18]=[CH:19][C:20]=1[NH:21][C:22]1[CH:27]=[CH:26][N:25]=[C:24]2[NH:28][CH:29]=[CH:30][C:23]=12)=[O:15], predict the reactants needed to synthesize it. The reactants are: C(OC(N1[CH2:12][CH2:11][CH:10]([NH:13][C:14]([C:16]2[S:17][CH:18]=[CH:19][C:20]=2[NH:21][C:22]2[CH:27]=[CH:26][N:25]=[C:24]3[NH:28][CH:29]=[CH:30][C:23]=23)=[O:15])C1)=O)(C)(C)C.[O:31]1CC[CH2:33][CH:32]1CN. (2) Given the product [CH3:1][N:2]1[CH:6]=[CH:5][C:4]([NH:7][C:8]([C:10]2[C:15]([NH:16][C:17]3[CH:18]=[N:19][CH:20]=[C:21]([F:31])[CH:22]=3)=[CH:14][CH:13]=[C:12]([CH3:23])[N:11]=2)=[O:9])=[N:3]1, predict the reactants needed to synthesize it. The reactants are: [CH3:1][N:2]1[CH:6]=[CH:5][C:4]([NH:7][C:8]([C:10]2[C:15]([NH:16][C:17]3[CH:18]=[N:19][CH:20]=[CH:21][CH:22]=3)=[CH:14][CH:13]=[C:12]([CH3:23])[N:11]=2)=[O:9])=[N:3]1.BrC1C=NC=C([F:31])C=1.